From a dataset of Full USPTO retrosynthesis dataset with 1.9M reactions from patents (1976-2016). Predict the reactants needed to synthesize the given product. Given the product [CH2:7]([NH:10][C:11]([N:18]1[C:14]([CH3:13])=[CH:15][C:16]([O:19][C:20]2[CH:25]=[CH:24][C:23]([N+:26]([O-:28])=[O:27])=[C:22]([C:29]([F:30])([F:31])[F:32])[CH:21]=2)=[N:17]1)=[O:12])[CH2:8][CH3:9], predict the reactants needed to synthesize it. The reactants are: C(=O)([O-])[O-].[K+].[K+].[CH2:7]([N:10]=[C:11]=[O:12])[CH2:8][CH3:9].[CH3:13][C:14]1[NH:18][N:17]=[C:16]([O:19][C:20]2[CH:25]=[CH:24][C:23]([N+:26]([O-:28])=[O:27])=[C:22]([C:29]([F:32])([F:31])[F:30])[CH:21]=2)[CH:15]=1.Cl.